From a dataset of CYP2D6 inhibition data for predicting drug metabolism from PubChem BioAssay. Regression/Classification. Given a drug SMILES string, predict its absorption, distribution, metabolism, or excretion properties. Task type varies by dataset: regression for continuous measurements (e.g., permeability, clearance, half-life) or binary classification for categorical outcomes (e.g., BBB penetration, CYP inhibition). Dataset: cyp2d6_veith. (1) The drug is CCn1ccnc1C[C@@H]1COc2ccccc2O1. The result is 1 (inhibitor). (2) The result is 0 (non-inhibitor). The drug is C[C@@H]1c2ccccc2CN1CC1=NCCN1. (3) The compound is O=C(O)c1ccccc1-c1ccccc1C(=O)c1ccccc1. The result is 0 (non-inhibitor). (4) The compound is CN(C)c1ccc(-c2cc(NCc3cccnc3)ncn2)cc1. The result is 0 (non-inhibitor). (5) The drug is CCOC(=O)C1=C(c2ccccc2)N=c2s/c(=C\c3cc(OC)c(OC)c(OC)c3)c(=O)n2C1c1cccs1. The result is 0 (non-inhibitor). (6) The drug is CC(C)(C)C(=O)[C@H]([C@@H](c1ccccc1)N1CCOCC1)N1CCOCC1. The result is 0 (non-inhibitor).